From a dataset of Full USPTO retrosynthesis dataset with 1.9M reactions from patents (1976-2016). Predict the reactants needed to synthesize the given product. (1) Given the product [CH2:16]([C:15]1[N:12]=[C:11]([N:8]2[CH2:7][CH2:6][CH:5]([CH2:4][CH2:3][CH2:2][OH:1])[CH2:10][CH2:9]2)[O:13][N:14]=1)[CH2:17][CH3:18], predict the reactants needed to synthesize it. The reactants are: [OH:1][CH2:2][CH2:3][CH2:4][CH:5]1[CH2:10][CH2:9][N:8]([C:11]#[N:12])[CH2:7][CH2:6]1.[OH:13][NH:14][C:15](=N)[CH2:16][CH2:17][CH3:18]. (2) Given the product [F:1][C:2]1[CH:3]=[C:4]([CH:5]=[C:6]([F:19])[C:7]=1[O:8][C:9]1[CH:14]=[CH:13][C:12]([C:15]([F:17])([F:18])[F:16])=[CH:11][CH:10]=1)[CH2:20][O:21][C:23]1[CH:33]=[C:27]2[N:28]([CH3:32])[CH2:29][CH2:30][CH2:31][N:26]2[C:25](=[O:34])[N:24]=1, predict the reactants needed to synthesize it. The reactants are: [F:1][C:2]1[CH:3]=[C:4]([CH2:20][OH:21])[CH:5]=[C:6]([F:19])[C:7]=1[O:8][C:9]1[CH:14]=[CH:13][C:12]([C:15]([F:18])([F:17])[F:16])=[CH:11][CH:10]=1.Cl[C:23]1[CH:33]=[C:27]2[N:28]([CH3:32])[CH2:29][CH2:30][CH2:31][N:26]2[C:25](=[O:34])[N:24]=1. (3) Given the product [CH3:1][C:2]1[C:6]2[CH:7]=[C:8]3[C:13]4([C:21]5[C:16](=[CH:17][CH:18]=[CH:19][CH:20]=5)[N:15]([CH2:22][C:23]5[O:24][CH:25]=[C:26]([C:28]([OH:30])=[O:29])[N:27]=5)[C:14]4=[O:32])[CH2:12][O:11][C:9]3=[CH:10][C:5]=2[O:4][N:3]=1, predict the reactants needed to synthesize it. The reactants are: [CH3:1][C:2]1[C:6]2[CH:7]=[C:8]3[C:13]4([C:21]5[C:16](=[CH:17][CH:18]=[CH:19][CH:20]=5)[N:15]([CH2:22][C:23]5[O:24][CH:25]=[C:26]([C:28]([O:30]C)=[O:29])[N:27]=5)[C:14]4=[O:32])[CH2:12][O:11][C:9]3=[CH:10][C:5]=2[O:4][N:3]=1.O=C1C2(COC3C=C4C(=CC2=3)CCO4)C2C(=CC=CC=2)N1CC1OC(C(OC)=O)=CC=1. (4) The reactants are: C([N:8]1[CH2:13][CH2:12][C:11](=[O:14])[CH:10]([CH3:15])[CH2:9]1)C1C=CC=CC=1.[C:24](O[C:24]([O:26][C:27]([CH3:30])([CH3:29])[CH3:28])=[O:25])([O:26][C:27]([CH3:30])([CH3:29])[CH3:28])=[O:25].[H][H]. Given the product [CH3:15][CH:10]1[C:11](=[O:14])[CH2:12][CH2:13][N:8]([C:24]([O:26][C:27]([CH3:28])([CH3:29])[CH3:30])=[O:25])[CH2:9]1, predict the reactants needed to synthesize it.